From a dataset of Full USPTO retrosynthesis dataset with 1.9M reactions from patents (1976-2016). Predict the reactants needed to synthesize the given product. (1) Given the product [C:37]([O:36][C:34](=[O:35])[NH:33][CH2:32][CH2:31][N:29]1[CH:30]=[C:26]([CH2:25][C@@H:21]2[C@H:20]([NH2:10])[C:23](=[O:24])[NH:22]2)[N:27]=[N:28]1)([CH3:40])([CH3:38])[CH3:39], predict the reactants needed to synthesize it. The reactants are: C(OC(=O)[N:10]([C@@H:20]1[C:23](=[O:24])[NH:22][C@@H:21]1[CH2:25][C:26]1[N:27]=[N:28][N:29]([CH2:31][CH2:32][NH:33][C:34]([O:36][C:37]([CH3:40])([CH3:39])[CH3:38])=[O:35])[CH:30]=1)CC1C=CC(OC)=CC=1)C1C=CC=CC=1.C(O)=O. (2) Given the product [Br:34][C:35]1[CH:40]=[C:39]([N+:41]([O-:43])=[O:42])[C:38]([O:44][CH2:53][CH2:52][CH2:51][C:50]([F:56])([F:55])[F:49])=[C:37]([CH2:45]/[CH:46]=[CH:47]/[CH3:48])[CH:36]=1, predict the reactants needed to synthesize it. The reactants are: C1(P(C2C=CC=CC=2)C2C=CC=CC=2)C=CC=CC=1.N(C(OC(C)C)=O)=NC(OC(C)C)=O.[Br:34][C:35]1[CH:40]=[C:39]([N+:41]([O-:43])=[O:42])[C:38]([OH:44])=[C:37]([CH2:45]/[CH:46]=[CH:47]/[CH3:48])[CH:36]=1.[F:49][C:50]([F:56])([F:55])[CH2:51][CH2:52][CH2:53]O.